From a dataset of Peptide-MHC class II binding affinity with 134,281 pairs from IEDB. Regression. Given a peptide amino acid sequence and an MHC pseudo amino acid sequence, predict their binding affinity value. This is MHC class II binding data. (1) The peptide sequence is SHIMSVLDMGQGILH. The MHC is DRB1_0701 with pseudo-sequence DRB1_0701. The binding affinity (normalized) is 0.535. (2) The peptide sequence is ILRNPGFALLAGFMA. The MHC is DRB1_0101 with pseudo-sequence DRB1_0101. The binding affinity (normalized) is 0.721. (3) The peptide sequence is DLDDEQEILNYMSPH. The MHC is DRB1_0301 with pseudo-sequence DRB1_0301. The binding affinity (normalized) is 0. (4) The peptide sequence is VSKAPQLVPKLDEVY. The MHC is HLA-DQA10201-DQB10202 with pseudo-sequence HLA-DQA10201-DQB10202. The binding affinity (normalized) is 0.0479. (5) The peptide sequence is PRLLYAKSSPAYPSV. The MHC is DRB1_1501 with pseudo-sequence DRB1_1501. The binding affinity (normalized) is 0.373. (6) The peptide sequence is DHTNFKYNYSVIEGG. The MHC is DRB1_1101 with pseudo-sequence DRB1_1101. The binding affinity (normalized) is 0.483. (7) The peptide sequence is RELKCGDGIFIFRDS. The MHC is DRB1_0301 with pseudo-sequence DRB1_0301. The binding affinity (normalized) is 0.652.